Dataset: Full USPTO retrosynthesis dataset with 1.9M reactions from patents (1976-2016). Task: Predict the reactants needed to synthesize the given product. (1) Given the product [F:15][C:12]([F:13])([F:14])[C:8]1[N:7]=[C:6]([OH:16])[CH:5]=[C:10]([OH:11])[CH:9]=1, predict the reactants needed to synthesize it. The reactants are: C(OC(=O)[C:5]1[C:10]([OH:11])=[CH:9][C:8]([C:12]([F:15])([F:14])[F:13])=[N:7][C:6]=1[OH:16])C. (2) Given the product [C:1]([O:5][C:6]([N:8]1[CH2:16][CH:15]2[CH:10]([CH2:11][CH2:12][CH2:13][CH2:14]2)[CH:9]1[C:17]1[NH:20][C:21](=[O:22])[O:19][N:18]=1)=[O:7])([CH3:4])([CH3:2])[CH3:3], predict the reactants needed to synthesize it. The reactants are: [C:1]([O:5][C:6]([N:8]1[CH2:16][CH:15]2[CH:10]([CH2:11][CH2:12][CH2:13][CH2:14]2)[CH:9]1[C:17](=[NH:20])[NH:18][OH:19])=[O:7])([CH3:4])([CH3:3])[CH3:2].[C:21](C1NC=CN=1)(C1NC=CN=1)=[O:22].